From a dataset of Catalyst prediction with 721,799 reactions and 888 catalyst types from USPTO. Predict which catalyst facilitates the given reaction. (1) Reactant: [Li+].CC([N-]C(C)C)C.[Br:9][C:10]1[CH:11]=[N:12][CH:13]=[C:14]([F:16])[CH:15]=1.[C:17]([O:21][C:22](O[C:22]([O:21][C:17]([CH3:20])([CH3:19])[CH3:18])=[O:23])=[O:23])([CH3:20])([CH3:19])[CH3:18].[Cl-].[NH4+]. Product: [C:17]([O:21][C:22](=[O:23])[C:15]1[C:14]([F:16])=[CH:13][N:12]=[CH:11][C:10]=1[Br:9])([CH3:20])([CH3:19])[CH3:18]. The catalyst class is: 387. (2) Reactant: [CH3:1][O:2][C:3]1[CH:4]=[C:5]2[C:10](=[CH:11][CH:12]=1)[CH:9]=[C:8]([C@H:13]([CH3:17])[C:14]([OH:16])=[O:15])[CH:7]=[CH:6]2.[CH3:18][C:19]1([CH3:27])[O:23][C@:22]([CH2:25]O)([CH3:24])[CH2:21][O:20]1. The catalyst class is: 4. Product: [CH3:1][O:2][C:3]1[CH:4]=[C:5]2[C:10](=[CH:11][CH:12]=1)[CH:9]=[C:8]([C@H:13]([CH3:17])[C:14]([O:16][CH2:24][C@@:22]1([CH3:25])[CH2:21][O:20][C:19]([CH3:27])([CH3:18])[O:23]1)=[O:15])[CH:7]=[CH:6]2. (3) Reactant: C(OC(=O)[NH:7][C@@H:8]([C:11]1[CH:16]=[CH:15][C:14]([Cl:17])=[C:13]([O:18][C:19]2[CH:24]=[CH:23][N:22]=[C:21]([NH:25][C:26](=[O:28])[CH3:27])[CH:20]=2)[C:12]=1[F:29])[CH2:9][CH3:10])(C)(C)C.Cl. Product: [ClH:17].[NH2:7][C@@H:8]([C:11]1[C:12]([F:29])=[C:13]([C:14]([Cl:17])=[CH:15][CH:16]=1)[O:18][C:19]1[CH:24]=[CH:23][N:22]=[C:21]([NH:25][C:26](=[O:28])[CH3:27])[CH:20]=1)[CH2:9][CH3:10]. The catalyst class is: 25. (4) Reactant: [F:1][C:2]([F:22])([F:21])[O:3][C:4]1[CH:5]=[C:6]([CH:18]=[CH:19][CH:20]=1)[CH2:7][C:8]1[O:12][N:11]=[C:10]([C:13]([O:15]CC)=[O:14])[CH:9]=1.C(O)C.[OH-].[Na+]. Product: [F:22][C:2]([F:1])([F:21])[O:3][C:4]1[CH:5]=[C:6]([CH:18]=[CH:19][CH:20]=1)[CH2:7][C:8]1[O:12][N:11]=[C:10]([C:13]([OH:15])=[O:14])[CH:9]=1. The catalyst class is: 6. (5) Reactant: [CH:1]1([C:6]2[C:7]([O:15][CH2:16][C:17]([F:20])([F:19])[F:18])=[N:8][CH:9]=[C:10]([CH:14]=2)[C:11]([OH:13])=O)[CH2:5][CH2:4][CH2:3][CH2:2]1.CCN(C(C)C)C(C)C.CN(C(ON1N=NC2C=CC=NC1=2)=[N+](C)C)C.F[P-](F)(F)(F)(F)F.[F:54][C:55]([F:64])([F:63])[C:56]1[N:60]=[C:59]([CH2:61][NH2:62])[O:58][N:57]=1. Product: [CH:1]1([C:6]2[C:7]([O:15][CH2:16][C:17]([F:20])([F:19])[F:18])=[N:8][CH:9]=[C:10]([CH:14]=2)[C:11]([NH:62][CH2:61][C:59]2[O:58][N:57]=[C:56]([C:55]([F:64])([F:63])[F:54])[N:60]=2)=[O:13])[CH2:2][CH2:3][CH2:4][CH2:5]1. The catalyst class is: 3. (6) Reactant: [C:1]([O:5][C:6]([N:8]1[CH2:13][CH2:12][N:11]([C:14]2[CH:19]=[CH:18][C:17]([N+:20]([O-])=O)=[CH:16][N:15]=2)[CH2:10][CH2:9]1)=[O:7])([CH3:4])([CH3:3])[CH3:2]. Product: [C:1]([O:5][C:6]([N:8]1[CH2:13][CH2:12][N:11]([C:14]2[CH:19]=[CH:18][C:17]([NH2:20])=[CH:16][N:15]=2)[CH2:10][CH2:9]1)=[O:7])([CH3:4])([CH3:2])[CH3:3]. The catalyst class is: 63. (7) Reactant: [CH2:1]([NH2:4])[CH:2]=[CH2:3].[C:5]([NH:9][C:10]1[C:11]2[S:19][CH:18]=[C:17]([CH3:20])[C:12]=2[N:13]=[C:14](Cl)[N:15]=1)([CH3:8])([CH3:7])[CH3:6]. Product: [CH2:1]([NH:4][C:14]1[N:15]=[C:10]([NH:9][C:5]([CH3:8])([CH3:7])[CH3:6])[C:11]2[S:19][CH:18]=[C:17]([CH3:20])[C:12]=2[N:13]=1)[CH:2]=[CH2:3]. The catalyst class is: 6. (8) Reactant: [Cl:1][C:2]1[C:3]([O:29][C:30]2[CH:35]=[CH:34][C:33]([C:36]3[CH:37]=[N:38][C:39]([C:42]([F:45])([F:44])[F:43])=[CH:40][CH:41]=3)=[CH:32][C:31]=2[C:46]2[CH:51]=[CH:50][N:49]=[N:48][CH:47]=2)=[CH:4][C:5]([F:28])=[C:6]([S:8]([N:11](CC2C=CC(OC)=CC=2OC)[C:12]2[S:13][CH:14]=[N:15][N:16]=2)(=[O:10])=[O:9])[CH:7]=1.O1CCOCC1. Product: [Cl:1][C:2]1[C:3]([O:29][C:30]2[CH:35]=[CH:34][C:33]([C:36]3[CH:37]=[N:38][C:39]([C:42]([F:43])([F:45])[F:44])=[CH:40][CH:41]=3)=[CH:32][C:31]=2[C:46]2[CH:51]=[CH:50][N:49]=[N:48][CH:47]=2)=[CH:4][C:5]([F:28])=[C:6]([S:8]([NH:11][C:12]2[S:13][CH:14]=[N:15][N:16]=2)(=[O:9])=[O:10])[CH:7]=1. The catalyst class is: 33. (9) Reactant: [CH3:1][C:2]1[O:3][C:4]2[C:9]([C:10](=[O:12])[CH:11]=1)=[CH:8][CH:7]=[CH:6][C:5]=2[CH:13]=O.[C:15]([CH:17]=[C:18]([O-])[CH3:19])#[N:16].[Na+].[NH2:22]/[C:23](/[CH3:32])=[CH:24]\[C:25]([O:27][C:28]([CH3:31])([CH3:30])[CH3:29])=[O:26].C(O)(=O)C. The catalyst class is: 41. Product: [C:15]([C:17]1[CH:13]([C:5]2[CH:6]=[CH:7][CH:8]=[C:9]3[C:4]=2[O:3][C:2]([CH3:1])=[CH:11][C:10]3=[O:12])[C:24]([C:25]([O:27][C:28]([CH3:31])([CH3:30])[CH3:29])=[O:26])=[C:23]([CH3:32])[NH:22][C:18]=1[CH3:19])#[N:16]. (10) Reactant: [O:1]1[C:5]2([CH2:10][CH2:9][CH2:8][CH2:7][CH2:6]2)[O:4][CH2:3][C@@H:2]1[C:11]1[N:15]=[C:14]([NH:16][C:17]2[N:22]=[CH:21][C:20]([S:23]CCC(OC)=O)=[CH:19][C:18]=2[O:30][C:31]2[C:32]([CH3:38])=[N:33][N:34]([CH3:37])[C:35]=2[CH3:36])[S:13][N:12]=1.CC([O-])(C)C.[K+].Br[CH2:46][CH2:47][O:48][CH3:49].CN(C=O)C. Product: [CH3:49][O:48][CH2:47][CH2:46][S:23][C:20]1[CH:19]=[C:18]([O:30][C:31]2[C:32]([CH3:38])=[N:33][N:34]([CH3:37])[C:35]=2[CH3:36])[C:17]([NH:16][C:14]2[S:13][N:12]=[C:11]([C@H:2]3[CH2:3][O:4][C:5]4([CH2:6][CH2:7][CH2:8][CH2:9][CH2:10]4)[O:1]3)[N:15]=2)=[N:22][CH:21]=1. The catalyst class is: 1.